The task is: Predict the reaction yield, written as a fraction of the theoretical maximum amount of product (1.0 means a 100% yield; for example, 0.34 means a 34% yield).. This data is from Reaction yield outcomes from USPTO patents with 853,638 reactions. The reactants are [I:1][C:2]1[CH:3]=[CH:4][C:5]([S:8](Cl)(=[O:10])=[O:9])=[N:6][CH:7]=1.[NH2:12][C:13]1[CH:22]=[C:21]([F:23])[C:16]([C:17]([O:19][CH3:20])=[O:18])=[C:15]([F:24])[CH:14]=1.N1C=CC=CC=1. The catalyst is C(Cl)Cl. The product is [F:23][C:21]1[CH:22]=[C:13]([NH:12][S:8]([C:5]2[CH:4]=[CH:3][C:2]([I:1])=[CH:7][N:6]=2)(=[O:10])=[O:9])[CH:14]=[C:15]([F:24])[C:16]=1[C:17]([O:19][CH3:20])=[O:18]. The yield is 0.690.